The task is: Predict the product of the given reaction.. This data is from Forward reaction prediction with 1.9M reactions from USPTO patents (1976-2016). Given the reactants [CH3:1][N:2]([C:21]1[CH:29]=[C:28]2[C:24]([C:25]([CH3:30])=[N:26][NH:27]2)=[CH:23][CH:22]=1)[C:3]1[CH:8]=[CH:7][N:6]=[C:5]([NH:9][C:10]2[CH:15]=[CH:14][CH:13]=[C:12]([CH2:16][S:17]([CH3:20])(=[O:19])=[O:18])[CH:11]=2)[N:4]=1.[C:31]([O-])([O-])=O.[Cs+].[Cs+].IC, predict the reaction product. The product is: [CH3:31][N:27]1[C:28]2[C:24](=[CH:23][CH:22]=[C:21]([N:2]([CH3:1])[C:3]3[CH:8]=[CH:7][N:6]=[C:5]([NH:9][C:10]4[CH:15]=[CH:14][CH:13]=[C:12]([CH2:16][S:17]([CH3:20])(=[O:19])=[O:18])[CH:11]=4)[N:4]=3)[CH:29]=2)[C:25]([CH3:30])=[N:26]1.